This data is from Reaction yield outcomes from USPTO patents with 853,638 reactions. The task is: Predict the reaction yield, written as a fraction of the theoretical maximum amount of product (1.0 means a 100% yield; for example, 0.34 means a 34% yield). (1) The reactants are [CH3:1][N:2]([CH3:7])[CH2:3][CH2:4][NH:5][CH3:6].Cl[C:9]1[N:10]=[N+:11]([O-:19])[C:12]2[CH:18]=[CH:17][CH:16]=[CH:15][C:13]=2[N:14]=1. The catalyst is COCCOC. The product is [CH3:1][N:2]([CH3:7])[CH2:3][CH2:4][N:5]([CH3:6])[C:9]1[N:10]=[N+:11]([O-:19])[C:12]2[CH:18]=[CH:17][CH:16]=[CH:15][C:13]=2[N:14]=1. The yield is 0.960. (2) The reactants are [NH2:1][C@@H:2]1[C:11]2[C:6](=[CH:7][CH:8]=[CH:9][CH:10]=2)[C@H:5]([OH:12])[CH2:4][CH2:3]1.[H-].[Na+].[C:15]([C:17]1[CH:22]=[CH:21][C:20](F)=[CH:19][N:18]=1)#[N:16]. The catalyst is CN(C=O)C. The product is [NH2:1][C@@H:2]1[C:11]2[C:6](=[CH:7][CH:8]=[CH:9][CH:10]=2)[C@H:5]([O:12][C:20]2[CH:21]=[CH:22][C:17]([C:15]#[N:16])=[N:18][CH:19]=2)[CH2:4][CH2:3]1. The yield is 0.520. (3) The reactants are [CH3:1][C:2]1[CH:3]=[CH:4][C:5]([F:8])=[N:6][CH:7]=1.[Br:9]N1C(=O)CCC1=O.C(OOC(=O)C1C=CC=CC=1)(=O)C1C=CC=CC=1.CCCCCC. The catalyst is C(Cl)(Cl)(Cl)Cl. The product is [Br:9][CH2:1][C:2]1[CH:3]=[CH:4][C:5]([F:8])=[N:6][CH:7]=1. The yield is 0.748. (4) The reactants are [Br:1][C:2]1[CH:7]=[CH:6][C:5](/[CH:8]=[N:9]/[S@:10]([C:12]([CH3:15])([CH3:14])[CH3:13])=[O:11])=[C:4]([F:16])[CH:3]=1.[CH3:17][Mg]Cl. The catalyst is C(Cl)Cl. The product is [Br:1][C:2]1[CH:7]=[CH:6][C:5]([C@H:8]([NH:9][S@:10]([C:12]([CH3:13])([CH3:15])[CH3:14])=[O:11])[CH3:17])=[C:4]([F:16])[CH:3]=1. The yield is 0.820. (5) The reactants are [C:1]([O:9][C:10]1[C:15]([O:16][CH3:17])=[CH:14][C:13]([C:18]2[O:19][CH:20]=[CH:21][CH:22]=2)=[CH:12][C:11]=1[O:23][CH3:24])(=[O:8])[C:2]1[CH:7]=[CH:6][CH:5]=[CH:4][CH:3]=1.CON(C)[C:28](=[O:44])[CH:29]([O:42][CH3:43])[C:30]1[CH:35]=[CH:34][C:33]([N:36]2[CH2:41][CH2:40][O:39][CH2:38][CH2:37]2)=[CH:32][CH:31]=1. No catalyst specified. The product is [C:1]([O:9][C:10]1[C:15]([O:16][CH3:17])=[CH:14][C:13]([C:18]2[O:19][C:20]([C:28](=[O:44])[CH:29]([O:42][CH3:43])[C:30]3[CH:31]=[CH:32][C:33]([N:36]4[CH2:37][CH2:38][O:39][CH2:40][CH2:41]4)=[CH:34][CH:35]=3)=[CH:21][CH:22]=2)=[CH:12][C:11]=1[O:23][CH3:24])(=[O:8])[C:2]1[CH:3]=[CH:4][CH:5]=[CH:6][CH:7]=1. The yield is 0.500. (6) The reactants are [Br:1][C:2]1[CH:3]=[C:4]2[C:8](=[CH:9][CH:10]=1)[NH:7][C:6](=[O:11])[CH:5]2[CH3:12].[N+](C1C=C(B(O)O)C=CC=1)([O-])=O.C(=O)([O-])[O-].[K+].[K+].[Cl-].[NH4+]. The catalyst is C(COC)OC.O.C1C=CC([P]([Pd]([P](C2C=CC=CC=2)(C2C=CC=CC=2)C2C=CC=CC=2)([P](C2C=CC=CC=2)(C2C=CC=CC=2)C2C=CC=CC=2)[P](C2C=CC=CC=2)(C2C=CC=CC=2)C2C=CC=CC=2)(C2C=CC=CC=2)C2C=CC=CC=2)=CC=1. The product is [Br:1][C:2]1[CH:10]=[CH:9][C:8]2[C:4](=[C:5]([CH3:12])[C:6](=[O:11])[N:7]=2)[CH:3]=1. The yield is 0.470. (7) The reactants are [C:1]([C:5]1[CH:10]=[C:9]([Br:11])[C:8]([N+:12]([O-:14])=[O:13])=[CH:7][C:6]=1[OH:15])([CH3:4])([CH3:3])[CH3:2].[C:16]([O-])([O-])=O.[Cs+].[Cs+].CI. The catalyst is CN(C=O)C.O. The product is [C:1]([C:5]1[CH:10]=[C:9]([Br:11])[C:8]([N+:12]([O-:14])=[O:13])=[CH:7][C:6]=1[O:15][CH3:16])([CH3:4])([CH3:2])[CH3:3]. The yield is 0.690. (8) The reactants are C(N(CC)CC)C.[NH2:8][C:9]1[CH:14]=[CH:13][CH:12]=[C:11]([NH2:15])[N:10]=1.[F:16][C:17]1[CH:25]=[CH:24][C:20]([C:21](Cl)=[O:22])=[CH:19][CH:18]=1. The catalyst is O1CCOCC1.C(OCC)(=O)C.O. The product is [NH2:15][C:11]1[N:10]=[C:9]([NH:8][C:21](=[O:22])[C:20]2[CH:24]=[CH:25][C:17]([F:16])=[CH:18][CH:19]=2)[CH:14]=[CH:13][CH:12]=1. The yield is 0.863. (9) The reactants are I[C:2]1[CH:7]=[CH:6][C:5]([N:8]2[CH2:13][CH2:12][N:11]([C:14]([O:16][C:17]([CH3:20])([CH3:19])[CH3:18])=[O:15])[CH2:10][CH2:9]2)=[CH:4][CH:3]=1.C[Si]([C:25]#[CH:26])(C)C.CCN(CC)CC. The catalyst is [Cu]I.Cl[Pd](Cl)([P](C1C=CC=CC=1)(C1C=CC=CC=1)C1C=CC=CC=1)[P](C1C=CC=CC=1)(C1C=CC=CC=1)C1C=CC=CC=1.CN(C=O)C. The product is [C:25]([C:2]1[CH:7]=[CH:6][C:5]([N:8]2[CH2:13][CH2:12][N:11]([C:14]([O:16][C:17]([CH3:20])([CH3:19])[CH3:18])=[O:15])[CH2:10][CH2:9]2)=[CH:4][CH:3]=1)#[CH:26]. The yield is 0.960.